This data is from Peptide-MHC class II binding affinity with 134,281 pairs from IEDB. The task is: Regression. Given a peptide amino acid sequence and an MHC pseudo amino acid sequence, predict their binding affinity value. This is MHC class II binding data. The peptide sequence is AMFVEDIAMGYVVSS. The MHC is DRB1_1101 with pseudo-sequence DRB1_1101. The binding affinity (normalized) is 0.498.